From a dataset of TCR-epitope binding with 47,182 pairs between 192 epitopes and 23,139 TCRs. Binary Classification. Given a T-cell receptor sequence (or CDR3 region) and an epitope sequence, predict whether binding occurs between them. (1) The epitope is SEVGPEHSLAEY. The TCR CDR3 sequence is CASSLGGYEQYF. Result: 1 (the TCR binds to the epitope). (2) The TCR CDR3 sequence is CASSLGGTAYSPLHF. The epitope is LQPFPQPELPYPQPQ. Result: 0 (the TCR does not bind to the epitope). (3) The epitope is ELAGIGILTV. The TCR CDR3 sequence is CASSFRPGGEQYF. Result: 1 (the TCR binds to the epitope). (4) The epitope is IYSKHTPINL. The TCR CDR3 sequence is CASSFRLAGVGWELFF. Result: 0 (the TCR does not bind to the epitope). (5) The TCR CDR3 sequence is CASTTTGGETQYF. The epitope is IVTDFSVIK. Result: 1 (the TCR binds to the epitope).